This data is from Full USPTO retrosynthesis dataset with 1.9M reactions from patents (1976-2016). The task is: Predict the reactants needed to synthesize the given product. (1) Given the product [CH:6]([O:7][CH2:23][CH2:24][OH:2])=[CH2:5].[CH:9]([O:8][CH2:6][CH:5]([CH3:11])[CH3:10])=[CH2:19], predict the reactants needed to synthesize it. The reactants are: C[OH:2].N([C:5]([CH3:11])([CH3:10])[C:6]([O:8][CH3:9])=[O:7])=N[C:5]([CH3:11])([CH3:10])[C:6]([O:8][CH3:9])=[O:7].[CH3:19]CCC[CH2:23][CH3:24]. (2) Given the product [Cl:28][C:29]1[CH:30]=[C:31]([CH2:36][CH2:37][NH:38][C:9]2[N:14]=[C:13]([NH:15][C:16]3[CH:21]=[CH:20][CH:19]=[C:18]([CH2:22][CH3:23])[CH:17]=3)[C:12]([C:24]([NH2:26])=[O:25])=[CH:11][N:10]=2)[CH:32]=[CH:33][C:34]=1[OH:35], predict the reactants needed to synthesize it. The reactants are: CN1C(=O)CCC1.Cl[C:9]1[N:14]=[C:13]([NH:15][C:16]2[CH:21]=[CH:20][CH:19]=[C:18]([CH2:22][CH3:23])[CH:17]=2)[C:12]([C:24]([NH2:26])=[O:25])=[CH:11][N:10]=1.Cl.[Cl:28][C:29]1[CH:30]=[C:31]([CH2:36][CH2:37][NH2:38])[CH:32]=[CH:33][C:34]=1[OH:35].C(N(C(C)C)CC)(C)C. (3) Given the product [NH2:11][C:3]1[C:4]2[O:8][CH2:7][O:6][C:5]=2[C:9]([I:12])=[CH:10][C:2]=1[F:1], predict the reactants needed to synthesize it. The reactants are: [F:1][C:2]1[CH:10]=[CH:9][C:5]2[O:6][CH2:7][O:8][C:4]=2[C:3]=1[NH2:11].[I:12](Cl)(=O)=O.I(Cl)(=O)=O.C([N+](C)(C)C)C1C=CC=CC=1.C(=O)([O-])[O-].[Ca+2]. (4) Given the product [NH2:58][C:18]1[CH:17]=[C:16]([O:15][C:14]2[CH:25]=[CH:26][C:11]([NH:10][C:8]([C:5]3[C:4](=[O:28])[N:3]([C:29]4[CH:30]=[CH:31][CH:32]=[CH:33][CH:34]=4)[N:2]([CH3:1])[C:6]=3[CH3:7])=[O:9])=[CH:12][C:13]=2[F:27])[CH:21]=[CH:20][N:19]=1, predict the reactants needed to synthesize it. The reactants are: [CH3:1][N:2]1[C:6]([CH3:7])=[C:5]([C:8]([NH:10][C:11]2[CH:26]=[CH:25][C:14]([O:15][C:16]3[CH:21]=[CH:20][N:19]=[C:18](C(N)=O)[CH:17]=3)=[C:13]([F:27])[CH:12]=2)=[O:9])[C:4](=[O:28])[N:3]1[C:29]1[CH:34]=[CH:33][CH:32]=[CH:31][CH:30]=1.C(O)(=O)C.C(O)(=O)C.IC1C=CC=CC=1.CCOC(C)=O.CC#[N:58].O. (5) Given the product [I:28][C:3]1[CH:2]=[N:1][N:5]2[CH:6]=[CH:7][C:8]([C:10]3[CH:11]=[CH:12][C:13]([C:14]([O:16][CH2:17][CH3:18])=[O:15])=[CH:19][CH:20]=3)=[N:9][C:4]=12, predict the reactants needed to synthesize it. The reactants are: [N:1]1[N:5]2[CH:6]=[CH:7][C:8]([C:10]3[CH:20]=[CH:19][C:13]([C:14]([O:16][CH2:17][CH3:18])=[O:15])=[CH:12][CH:11]=3)=[N:9][C:4]2=[CH:3][CH:2]=1.C1C(=O)N([I:28])C(=O)C1. (6) Given the product [Cl:11][C:12]1[CH:17]=[CH:16][CH:15]=[CH:14][C:13]=1[C:2]#[C:1][C:3]1[CH:4]=[N:5][CH:6]=[C:7]([CH:10]=1)[C:8]#[N:9], predict the reactants needed to synthesize it. The reactants are: [C:1]([C:3]1[CH:4]=[N:5][CH:6]=[C:7]([CH:10]=1)[C:8]#[N:9])#[CH:2].[Cl:11][C:12]1[CH:17]=[CH:16][CH:15]=[CH:14][C:13]=1I.C(N(CC)CC)C. (7) The reactants are: O=P(Cl)(Cl)Cl.[F:6][C:7]1[CH:12]=[CH:11][C:10]([N+:13]([O-:15])=[O:14])=[CH:9][C:8]=1[N:16]1[CH:20]=[CH:19][CH:18]=[CH:17]1.CN([CH:24]=[O:25])C. Given the product [F:6][C:7]1[CH:12]=[CH:11][C:10]([N+:13]([O-:15])=[O:14])=[CH:9][C:8]=1[N:16]1[CH:20]=[CH:19][CH:18]=[C:17]1[CH:24]=[O:25], predict the reactants needed to synthesize it. (8) Given the product [O:50]=[C:49]1[CH2:48][CH2:47][C:45](=[O:46])[N:44]1[O:43][C:41]([NH:53][C@H:51]1[CH2:52][CH2:30][CH2:29][N:28]([CH2:14][CH2:13][NH:12][C:16](=[O:17])[O:18][CH2:19][C:20]2[CH:21]=[CH:22][CH:23]=[CH:24][CH:25]=2)[CH2:31][CH2:32]1)=[O:42], predict the reactants needed to synthesize it. The reactants are: C(OC(N[C@H]1C[CH2:14][CH2:13][N:12]([C:16]([O:18][CH2:19][C:20]2[CH:25]=[CH:24][CH:23]=[CH:22][CH:21]=2)=[O:17])CC1)=O)(C)(C)C.C([N:28]([CH2:31][CH3:32])[CH2:29][CH3:30])C.C1C(=O)N(O[C:41]([O:43][N:44]2[C:49](=[O:50])[CH2:48][CH2:47][C:45]2=[O:46])=[O:42])C(=O)C1.[C:51](#[N:53])[CH3:52]. (9) Given the product [CH2:11]([O:12][C:13]1[CH:21]=[CH:20][C:16]([C:17]([O:19][C:41]2[CH:57]=[CH:56][C:44]([C:45]([OH:47])=[O:46])=[CH:43][CH:42]=2)=[O:18])=[CH:15][CH:14]=1)[CH2:10][CH2:9][CH2:8][CH2:7][CH2:6][CH2:5][CH2:4][CH:3]=[CH2:2], predict the reactants needed to synthesize it. The reactants are: Br[CH2:2][CH2:3][CH2:4][CH2:5][CH2:6][CH2:7][CH2:8][CH2:9][CH2:10][CH2:11][O:12][C:13]1[CH:21]=[CH:20][C:16]([C:17]([OH:19])=[O:18])=[CH:15][CH:14]=1.C1(C=CC=C(O)C=1)O.C(O[C:41]1[CH:57]=[CH:56][C:44]([C:45]([O:47]C2C=CC(C=O)=CC=2)=[O:46])=[CH:43][CH:42]=1)CCCCCCCC=C.[O-]Cl=O.[Na+].